Dataset: Catalyst prediction with 721,799 reactions and 888 catalyst types from USPTO. Task: Predict which catalyst facilitates the given reaction. (1) Product: [C:3]1([S:9]([CH:12]([C:13]2[C:18]([C:19]([O:21][CH2:22][CH3:23])=[O:20])=[C:17]([O:24][CH3:25])[C:16]([CH2:26][CH3:27])=[CH:15][CH:14]=2)[CH3:29])(=[O:11])=[O:10])[CH:4]=[CH:5][CH:6]=[CH:7][CH:8]=1. Reactant: [H-].[Na+].[C:3]1([S:9]([CH2:12][C:13]2[C:18]([C:19]([O:21][CH2:22][CH3:23])=[O:20])=[C:17]([O:24][CH3:25])[C:16]([CH2:26][CH3:27])=[CH:15][CH:14]=2)(=[O:11])=[O:10])[CH:8]=[CH:7][CH:6]=[CH:5][CH:4]=1.I[CH3:29].[Cl-].[NH4+]. The catalyst class is: 18. (2) Reactant: [CH:1]([Mg]Br)=[CH2:2].[F:5][C:6]([F:16])([F:15])[C:7]1[CH:8]=[C:9]([CH:12]=[CH:13][CH:14]=1)[CH:10]=[O:11]. Product: [F:5][C:6]([F:15])([F:16])[C:7]1[CH:8]=[C:9]([C:10]([OH:11])=[CH:1][CH3:2])[CH:12]=[CH:13][CH:14]=1. The catalyst class is: 1. (3) Reactant: [OH:1][CH:2]([CH2:24][OH:25])[CH2:3][O:4][C:5]1[CH:10]=[CH:9][C:8]([NH:11][C:12]2[O:13][CH2:14][C:15](=[O:22])[C:16]=2[C:17]([O:19][CH2:20][CH3:21])=[O:18])=[C:7]([CH3:23])[CH:6]=1.[NH:26]1[C:34]2[C:29](=[CH:30][CH:31]=[CH:32][N:33]=2)[C:28]([CH:35]=O)=[CH:27]1.N1CCCCC1. Product: [NH:26]1[C:34]2=[N:33][CH:32]=[CH:31][CH:30]=[C:29]2[C:28]([CH:35]=[C:14]2[O:13][C:12]([NH:11][C:8]3[CH:9]=[CH:10][C:5]([O:4][CH2:3][CH:2]([OH:1])[CH2:24][OH:25])=[CH:6][C:7]=3[CH3:23])=[C:16]([C:17]([O:19][CH2:20][CH3:21])=[O:18])[C:15]2=[O:22])=[CH:27]1. The catalyst class is: 8.